From a dataset of Reaction yield outcomes from USPTO patents with 853,638 reactions. Predict the reaction yield, written as a fraction of the theoretical maximum amount of product (1.0 means a 100% yield; for example, 0.34 means a 34% yield). (1) The reactants are [OH-].[Na+].[CH2:3]([O:10][C:11]([N:13]1[CH2:17][C:16](=[CH2:18])[CH2:15][NH:14]1)=[O:12])[C:4]1[CH:9]=[CH:8][CH:7]=[CH:6][CH:5]=1.[F:19][C:20]1[CH:25]=[CH:24][C:23]([CH2:26][C:27](Cl)=[O:28])=[CH:22][CH:21]=1. The catalyst is O.C(Cl)Cl.O. The product is [CH2:3]([O:10][C:11]([N:13]1[CH2:17][C:16](=[CH2:18])[CH2:15][N:14]1[C:27](=[O:28])[CH2:26][C:23]1[CH:24]=[CH:25][C:20]([F:19])=[CH:21][CH:22]=1)=[O:12])[C:4]1[CH:5]=[CH:6][CH:7]=[CH:8][CH:9]=1. The yield is 0.620. (2) The reactants are [N:1]1([C:7]2[C:8]3[N:16]=[C:15]([C:17]4[CH:22]=[CH:21][C:20]([CH3:23])=[CH:19][CH:18]=4)[S:14][C:9]=3[N:10]=[C:11]([NH2:13])[N:12]=2)[CH2:6][CH2:5][NH:4][CH2:3][CH2:2]1.[CH3:24][O:25][C:26]1[CH:36]=[CH:35][C:29]([O:30][CH2:31][C:32](O)=[O:33])=[CH:28][CH:27]=1. No catalyst specified. The product is [NH2:13][C:11]1[N:12]=[C:7]([N:1]2[CH2:2][CH2:3][N:4]([C:32](=[O:33])[CH2:31][O:30][C:29]3[CH:35]=[CH:36][C:26]([O:25][CH3:24])=[CH:27][CH:28]=3)[CH2:5][CH2:6]2)[C:8]2[N:16]=[C:15]([C:17]3[CH:22]=[CH:21][C:20]([CH3:23])=[CH:19][CH:18]=3)[S:14][C:9]=2[N:10]=1. The yield is 0.410. (3) The reactants are C(OC(C1C=C(C2C=CC(C[Br:19])=CC=2)C=CC=1)=O)C.[CH2:20]([O:22][C:23]([C:25]1[CH:30]=[CH:29][C:28]([C:31]2[CH:36]=[CH:35][CH:34]=[CH:33][C:32]=2[CH3:37])=[CH:27][CH:26]=1)=[O:24])[CH3:21].BrN1C(=O)CCC1=O. The catalyst is C(Cl)(Cl)(Cl)Cl.N(C(C)(C)C#N)=NC(C)(C)C#N. The product is [CH2:20]([O:22][C:23]([C:25]1[CH:30]=[CH:29][C:28]([C:31]2[CH:36]=[CH:35][CH:34]=[CH:33][C:32]=2[CH2:37][Br:19])=[CH:27][CH:26]=1)=[O:24])[CH3:21]. The yield is 0.990.